This data is from Peptide-MHC class II binding affinity with 134,281 pairs from IEDB. The task is: Regression. Given a peptide amino acid sequence and an MHC pseudo amino acid sequence, predict their binding affinity value. This is MHC class II binding data. (1) The peptide sequence is AAFNNAIKAGTGGAY. The MHC is DRB1_0802 with pseudo-sequence DRB1_0802. The binding affinity (normalized) is 0.321. (2) The peptide sequence is WLGFIAGLIAIVMVT. The MHC is DRB1_0101 with pseudo-sequence DRB1_0101. The binding affinity (normalized) is 0.441. (3) The peptide sequence is EGHHLASAAIFGHDG. The MHC is HLA-DPA10103-DPB10401 with pseudo-sequence HLA-DPA10103-DPB10401. The binding affinity (normalized) is 0.0921. (4) The peptide sequence is RPGPSRGVQGFIFFF. The MHC is HLA-DQA10501-DQB10402 with pseudo-sequence HLA-DQA10501-DQB10402. The binding affinity (normalized) is 0.480. (5) The peptide sequence is ENRSWYLTENIQCFLPNPAG. The MHC is DRB1_1501 with pseudo-sequence DRB1_1501. The binding affinity (normalized) is 0. (6) The peptide sequence is ELCIDRSILLIPLSL. The MHC is DRB1_0101 with pseudo-sequence DRB1_0101. The binding affinity (normalized) is 0.0987. (7) The peptide sequence is EPLTKKGNVWEVKSS. The MHC is DRB1_1101 with pseudo-sequence DRB1_1101. The binding affinity (normalized) is 0.174. (8) The peptide sequence is AGLGLRSAISSGLGS. The MHC is DRB1_0301 with pseudo-sequence DRB1_0301. The binding affinity (normalized) is 0. (9) The peptide sequence is SQDLELQWNLNGLQAY. The MHC is DRB1_0401 with pseudo-sequence DRB1_0401. The binding affinity (normalized) is 0.578. (10) The peptide sequence is GELQIVDKIDAAFKH. The MHC is DRB1_1302 with pseudo-sequence DRB1_1302. The binding affinity (normalized) is 0.409.